From a dataset of Forward reaction prediction with 1.9M reactions from USPTO patents (1976-2016). Predict the product of the given reaction. Given the reactants [NH2:1][C:2]1[N:7]=[CH:6][N:5]=[C:4]([C:8]2[NH:12][C:11]([C:13]([OH:15])=O)=[C:10]([C:16]3[CH:21]=[C:20]([Cl:22])[CH:19]=[CH:18][C:17]=3[CH3:23])[CH:9]=2)[CH:3]=1.CC[N:26](C(C)C)C(C)C.CCN=C=NCCCN(C)C.Cl.C1C=CC2N(O)N=NC=2C=1.N, predict the reaction product. The product is: [NH2:1][C:2]1[N:7]=[CH:6][N:5]=[C:4]([C:8]2[NH:12][C:11]([C:13]([NH2:26])=[O:15])=[C:10]([C:16]3[CH:21]=[C:20]([Cl:22])[CH:19]=[CH:18][C:17]=3[CH3:23])[CH:9]=2)[CH:3]=1.